Dataset: Reaction yield outcomes from USPTO patents with 853,638 reactions. Task: Predict the reaction yield, written as a fraction of the theoretical maximum amount of product (1.0 means a 100% yield; for example, 0.34 means a 34% yield). (1) The reactants are [F:1][C:2]1[CH:25]=[CH:24][C:5]([CH2:6][O:7][CH2:8][C:9]([NH:11][CH2:12][CH2:13][CH2:14][CH2:15][N:16]2[CH2:19][CH:18]([C:20](OC)=O)[CH2:17]2)=[O:10])=[CH:4][CH:3]=1.[Li+].[OH-].F[P-](F)(F)(F)(F)F.[N:35]1(O[P+](N(C)C)(N(C)C)N(C)C)[C:39]2[CH:40]=[CH:41][CH:42]=[CH:43][C:38]=2[N:37]=N1.C1(N)C=CC=CC=1N.CCN(CC)CC. The catalyst is CN(C=O)C.CC(O)=O.O.O.C1COCC1. The product is [NH:35]1[C:39]2[CH:40]=[CH:41][CH:42]=[CH:43][C:38]=2[N:37]=[C:20]1[CH:18]1[CH2:17][N:16]([CH2:15][CH2:14][CH2:13][CH2:12][NH:11][C:9](=[O:10])[CH2:8][O:7][CH2:6][C:5]2[CH:4]=[CH:3][C:2]([F:1])=[CH:25][CH:24]=2)[CH2:19]1. The yield is 0.100. (2) The reactants are [Cl:1][C:2]1[C:7]([S:8]([N:11]2[CH2:16][CH2:15][S:14][CH2:13][CH2:12]2)(=[O:10])=[O:9])=[C:6]([OH:17])[C:5]([N+:18]([O-:20])=[O:19])=[CH:4][CH:3]=1.I([O-])(=O)(=O)=[O:22].[Na+]. The catalyst is C(#N)C.O.C(OCC)(=O)C. The product is [Cl:1][C:2]1[C:7]([S:8]([N:11]2[CH2:12][CH2:13][S:14](=[O:22])[CH2:15][CH2:16]2)(=[O:9])=[O:10])=[C:6]([OH:17])[C:5]([N+:18]([O-:20])=[O:19])=[CH:4][CH:3]=1. The yield is 1.00. (3) The reactants are [CH3:1][N:2]1[CH:6]=[C:5]([C:7](Cl)=[O:8])[N:4]=[CH:3]1.[NH2:10][C:11]1[CH:21]=[CH:20][C:19]([C:22]2[CH:23]=[C:24]3[C:30]([C:31]4[CH:36]=[CH:35][CH:34]=[CH:33][C:32]=4[O:37][CH3:38])=[N:29][N:28]([CH2:39][O:40][CH2:41][CH2:42][Si:43]([CH3:46])([CH3:45])[CH3:44])[C:25]3=[N:26][CH:27]=2)=[CH:18][C:12]=1[C:13]([N:15]([CH3:17])[CH3:16])=[O:14].N1C=CC=CC=1.ClCCl.C(O)C(N)(CO)CO. The catalyst is ClCCl. The product is [CH3:17][N:15]([CH3:16])[C:13]([C:12]1[CH:18]=[C:19]([C:22]2[CH:23]=[C:24]3[C:30]([C:31]4[CH:36]=[CH:35][CH:34]=[CH:33][C:32]=4[O:37][CH3:38])=[N:29][N:28]([CH2:39][O:40][CH2:41][CH2:42][Si:43]([CH3:44])([CH3:46])[CH3:45])[C:25]3=[N:26][CH:27]=2)[CH:20]=[CH:21][C:11]=1[NH:10][C:7]([C:5]1[N:4]=[CH:3][N:2]([CH3:1])[CH:6]=1)=[O:8])=[O:14]. The yield is 0.505. (4) The yield is 0.860. The catalyst is CO. The product is [Br:1][C:2]1[CH:3]=[C:4]([CH:17]=[CH:18][CH:19]=1)[NH:5][C:6]1[C:7]2[CH:15]=[CH:14][C:13]([O:21][CH3:20])=[N:12][C:8]=2[N:9]=[CH:10][N:11]=1. The reactants are [Br:1][C:2]1[CH:3]=[C:4]([CH:17]=[CH:18][CH:19]=1)[NH:5][C:6]1[C:7]2[CH:15]=[CH:14][C:13](F)=[N:12][C:8]=2[N:9]=[CH:10][N:11]=1.[CH3:20][O-:21].[Na+].O. (5) The reactants are Br[C:2]1[C:3]([O:10][CH3:11])=[N:4][C:5]([O:8][CH3:9])=[N:6][CH:7]=1.[N:12]([C:21]([O:23][C:24]([CH3:27])([CH3:26])[CH3:25])=[O:22])=[N:13][C:14]([O:16][C:17]([CH3:20])([CH3:19])[CH3:18])=[O:15]. The catalyst is C1COCC1. The product is [CH3:9][O:8][C:5]1[N:4]=[C:3]([O:10][CH3:11])[C:2]([N:12]([C:21]([O:23][C:24]([CH3:27])([CH3:26])[CH3:25])=[O:22])[NH:13][C:14]([O:16][C:17]([CH3:18])([CH3:19])[CH3:20])=[O:15])=[CH:7][N:6]=1. The yield is 0.750. (6) The reactants are [NH:1]1[C:9]2[C:4](=[CH:5][CH:6]=[CH:7][CH:8]=2)[CH2:3][C:2]1=[O:10].C([Li])CCC.CN(C)CCN(C)C.I[CH2:25][CH2:26][CH2:27][CH2:28][CH2:29]I.[Cl-].[NH4+]. The catalyst is O1CCCC1.CCOC(C)=O. The product is [NH:1]1[C:9]2[C:4](=[CH:5][CH:6]=[CH:7][CH:8]=2)[C:3]2([CH2:29][CH2:28][CH2:27][CH2:26][CH2:25]2)[C:2]1=[O:10]. The yield is 0.696. (7) The reactants are [C:1]([O:5][C:6]([NH:8][C:9]1[CH:14]=[CH:13][C:12]([C:15]#[N:16])=[CH:11][C:10]=1[CH2:17][CH2:18][C:19]1[CH:20]=[C:21]([NH:25][C:26](=[O:32])[O:27][C:28]([CH3:31])([CH3:30])[CH3:29])[CH:22]=[N:23][CH:24]=1)=[O:7])([CH3:4])([CH3:3])[CH3:2].O1CCCC1. The catalyst is [Ni].CO. The product is [NH2:16][CH2:15][C:12]1[CH:13]=[CH:14][C:9]([NH:8][C:6]([O:5][C:1]([CH3:4])([CH3:3])[CH3:2])=[O:7])=[C:10]([CH2:17][CH2:18][C:19]2[CH:20]=[C:21]([NH:25][C:26](=[O:32])[O:27][C:28]([CH3:31])([CH3:29])[CH3:30])[CH:22]=[N:23][CH:24]=2)[CH:11]=1. The yield is 0.990. (8) The reactants are [Na].CCO.[F:5][CH:6]([C:12]([O:14]CC)=O)[C:7]([O:9]CC)=O.Cl.[C:18]([NH2:21])(=[NH:20])[CH3:19]. No catalyst specified. The product is [OH:9][C:7]1[C:6]([F:5])=[C:12]([OH:14])[N:21]=[C:18]([CH3:19])[N:20]=1. The yield is 0.640. (9) The reactants are [CH2:1]([O:8][C:9](Cl)=[O:10])[C:2]1[CH:7]=[CH:6][CH:5]=[CH:4][CH:3]=1.[CH3:12][CH:13]1[CH2:18][NH:17][CH2:16][CH2:15][NH:14]1.C(N(CC)C(C)C)(C)C.[C:28](O[C:28]([O:30][C:31]([CH3:34])([CH3:33])[CH3:32])=[O:29])([O:30][C:31]([CH3:34])([CH3:33])[CH3:32])=[O:29]. The catalyst is C(Cl)Cl. The product is [CH3:12][CH:13]1[CH2:18][N:17]([C:9]([O:8][CH2:1][C:2]2[CH:7]=[CH:6][CH:5]=[CH:4][CH:3]=2)=[O:10])[CH2:16][CH2:15][N:14]1[C:28]([O:30][C:31]([CH3:34])([CH3:33])[CH3:32])=[O:29]. The yield is 0.760. (10) The reactants are [CH3:1][C:2]1[C:6]([CH2:7][N:8]2[CH:12]=[C:11]([N:13]3[C:17](=[O:18])[N:16]([CH3:19])[N:15]([CH3:20])[C:14]3=[O:21])[CH:10]=[N:9]2)=[C:5]([CH3:22])[O:4][N:3]=1.C(Br)[C:24]1[CH:29]=[CH:28][CH:27]=[CH:26][CH:25]=1. No catalyst specified. The product is [CH2:20]([N:15]1[C:14](=[O:21])[N:13]([C:11]2[CH:10]=[N:9][N:8]([CH2:7][C:6]3[C:2]([CH3:1])=[N:3][O:4][C:5]=3[CH3:22])[CH:12]=2)[C:17](=[O:18])[N:16]1[CH2:19][C:24]1[CH:25]=[CH:26][CH:27]=[CH:28][CH:29]=1)[C:24]1[CH:29]=[CH:28][CH:27]=[CH:26][CH:25]=1. The yield is 0.690.